Dataset: Full USPTO retrosynthesis dataset with 1.9M reactions from patents (1976-2016). Task: Predict the reactants needed to synthesize the given product. (1) Given the product [Cl:1][C:2]1[C:3]([C:17]2[C:25]3[C:20](=[CH:21][CH:22]=[CH:23][CH:24]=3)[NH:19][CH:18]=2)=[N:4][C:5]([NH:8][CH:9]2[CH2:14][N:13]([CH3:15])[CH2:12][C@@H:11]([NH:16][C:39](=[O:40])[C:38]3[CH:48]=[CH:49][C:35]([NH:34][C:32](=[O:33])/[CH:31]=[CH:30]/[CH2:29][N:28]([CH3:50])[CH3:27])=[CH:36][CH:37]=3)[CH2:10]2)=[N:6][CH:7]=1, predict the reactants needed to synthesize it. The reactants are: [Cl:1][C:2]1[C:3]([C:17]2[C:25]3[C:20](=[CH:21][CH:22]=[CH:23][CH:24]=3)[NH:19][CH:18]=2)=[N:4][C:5]([NH:8][CH:9]2[CH2:14][N:13]([CH3:15])[CH2:12][C@@H:11]([NH2:16])[CH2:10]2)=[N:6][CH:7]=1.Cl.[CH3:27][N:28]([CH3:50])[CH2:29]/[CH:30]=[CH:31]/[C:32]([NH:34][C:35]1[CH:49]=[CH:48][C:38]([C:39](OC(OC(C)C)=O)=[O:40])=[CH:37][CH:36]=1)=[O:33].N#N. (2) Given the product [CH3:13][O:12][C:7]1[CH:8]=[CH:9][CH:10]=[CH:11][C:6]=1[NH2:14], predict the reactants needed to synthesize it. The reactants are: ClC(C[C:6]1[CH:11]=[CH:10][CH:9]=[CH:8][C:7]=1[O:12][CH3:13])C=O.[NH2:14]C(N)=O.